Dataset: Forward reaction prediction with 1.9M reactions from USPTO patents (1976-2016). Task: Predict the product of the given reaction. (1) Given the reactants [C:1]([C:3]1[CH:8]=[CH:7][C:6]([F:9])=[CH:5][C:4]=1[O:10][C:11](=[O:15])[N:12]([CH3:14])[CH3:13])#[N:2].[ClH:16].[H][H], predict the reaction product. The product is: [ClH:16].[NH2:2][CH2:1][C:3]1[CH:8]=[CH:7][C:6]([F:9])=[CH:5][C:4]=1[O:10][C:11](=[O:15])[N:12]([CH3:13])[CH3:14]. (2) Given the reactants [OH:1][NH:2][C:3]([C:5]1[CH:22]=[CH:21][C:8]2[N:9]=[C:10]([N:12]3[CH2:17][CH2:16][N:15]([CH:18]([CH3:20])[CH3:19])[CH2:14][CH2:13]3)[S:11][C:7]=2[CH:6]=1)=[NH:4].[C:23](Cl)(=O)[C:24]1[CH:29]=[CH:28][CH:27]=[CH:26][CH:25]=1, predict the reaction product. The product is: [CH:18]([N:15]1[CH2:14][CH2:13][N:12]([C:10]2[S:11][C:7]3[CH:6]=[C:5]([C:3]4[N:4]=[C:23]([C:24]5[CH:29]=[CH:28][CH:27]=[CH:26][CH:25]=5)[O:1][N:2]=4)[CH:22]=[CH:21][C:8]=3[N:9]=2)[CH2:17][CH2:16]1)([CH3:19])[CH3:20].